Task: Predict the product of the given reaction.. Dataset: Forward reaction prediction with 1.9M reactions from USPTO patents (1976-2016) (1) Given the reactants [CH3:1][C:2]1[S:3][CH:4]=[C:5]([CH3:7])[N:6]=1.C([Li])CCC.CON(C)[C:16](=[O:18])[CH3:17], predict the reaction product. The product is: [CH3:7][C:5]1[N:6]=[C:2]([CH2:1][C:16](=[O:18])[CH3:17])[S:3][CH:4]=1. (2) Given the reactants [C:1]([O:5][C:6]([N:8]1[CH2:11][CH:10]([CH2:12]OS(C)(=O)=O)[CH2:9]1)=[O:7])([CH3:4])([CH3:3])[CH3:2].C(=O)([O-])[O-].[Cs+].[Cs+].[CH3:24][N:25]1[CH:29]=[C:28]([C:30]2[CH:31]=[C:32]([C:36]3[N:41]=[CH:40][C:39]([C:42]4[CH:43]=[N:44][NH:45][CH:46]=4)=[CH:38][N:37]=3)[CH:33]=[CH:34][CH:35]=2)[CH:27]=[N:26]1, predict the reaction product. The product is: [C:1]([O:5][C:6]([N:8]1[CH2:11][CH:10]([CH2:12][N:44]2[CH:43]=[C:42]([C:39]3[CH:38]=[N:37][C:36]([C:32]4[CH:33]=[CH:34][CH:35]=[C:30]([C:28]5[CH:27]=[N:26][N:25]([CH3:24])[CH:29]=5)[CH:31]=4)=[N:41][CH:40]=3)[CH:46]=[N:45]2)[CH2:9]1)=[O:7])([CH3:4])([CH3:3])[CH3:2]. (3) The product is: [CH3:1][N:2]1[CH2:15][CH2:14][C:13]2[C:12]3[CH:11]=[C:10]([CH3:16])[CH:9]=[CH:8][C:7]=3[N:6]([CH2:34][C:35]([N:37]3[CH2:42][CH2:41][CH2:40][CH2:39][CH2:38]3)=[O:36])[C:5]=2[CH2:4][CH2:3]1. Given the reactants [CH3:1][N:2]1[CH2:15][CH2:14][C:13]2[C:12]3[CH:11]=[C:10]([CH3:16])[CH:9]=[CH:8][C:7]=3[NH:6][C:5]=2[CH2:4][CH2:3]1.N1CCC[C@H]1C(O)=O.[O-]P([O-])([O-])=O.[K+].[K+].[K+].Cl[CH2:34][C:35]([N:37]1[CH2:42][CH2:41][CH2:40][CH2:39][CH2:38]1)=[O:36], predict the reaction product. (4) Given the reactants [Br:1][C:2]1[C:3](Cl)=[N:4][CH:5]=[C:6]([CH:22]=1)[C:7]([NH:9][C:10]1[CH:15]=[CH:14][C:13]([S:16]([C:18]([F:21])([F:20])[F:19])=[O:17])=[CH:12][CH:11]=1)=[O:8].[NH:24]1[CH2:28][CH2:27][C@@H:26]([OH:29])[CH2:25]1, predict the reaction product. The product is: [Br:1][C:2]1[C:3]([N:24]2[CH2:28][CH2:27][C@@H:26]([OH:29])[CH2:25]2)=[N:4][CH:5]=[C:6]([CH:22]=1)[C:7]([NH:9][C:10]1[CH:15]=[CH:14][C:13]([S:16]([C:18]([F:21])([F:20])[F:19])=[O:17])=[CH:12][CH:11]=1)=[O:8]. (5) Given the reactants [F:1][C:2]1[CH:27]=[CH:26][C:5]2[N:6]=[C:7]([NH:9][C:10]3([C:22]([O:24]C)=[O:23])[CH:15]=[CH:14][C:13]([C:16]4[CH:21]=[CH:20][CH:19]=[CH:18][CH:17]=4)=[CH:12][CH2:11]3)[S:8][C:4]=2[CH:3]=1.CO.O.[OH-].[Na+], predict the reaction product. The product is: [F:1][C:2]1[CH:27]=[CH:26][C:5]2[N:6]=[C:7]([NH:9][C:10]3([C:22]([OH:24])=[O:23])[CH:11]=[CH:12][C:13]([C:16]4[CH:17]=[CH:18][CH:19]=[CH:20][CH:21]=4)=[CH:14][CH2:15]3)[S:8][C:4]=2[CH:3]=1. (6) Given the reactants N1C=CC=CC=1.[NH2:7][CH:8]=[C:9]1[C:17]2[C:12](=[CH:13][CH:14]=[C:15]([Cl:18])[CH:16]=2)[NH:11][C:10]1=[O:19].[F:20][C:21]([F:36])([F:35])[C:22]1[CH:23]=[C:24]([CH:28]=[C:29]([C:31]([F:34])([F:33])[F:32])[CH:30]=1)[C:25](Cl)=[O:26], predict the reaction product. The product is: [Cl:18][C:15]1[CH:16]=[C:17]2[C:12](=[CH:13][CH:14]=1)[NH:11][C:10](=[O:19])[C:9]2=[CH:8][NH:7][C:25](=[O:26])[C:24]1[CH:28]=[C:29]([C:31]([F:32])([F:33])[F:34])[CH:30]=[C:22]([C:21]([F:20])([F:35])[F:36])[CH:23]=1.